This data is from Reaction yield outcomes from USPTO patents with 853,638 reactions. The task is: Predict the reaction yield, written as a fraction of the theoretical maximum amount of product (1.0 means a 100% yield; for example, 0.34 means a 34% yield). (1) The reactants are [C:1]([C:4]1[C:9]([O:10][CH2:11][CH2:12][NH:13][C:14](=[O:20])[O:15][C:16]([CH3:19])([CH3:18])[CH3:17])=[C:8](Br)[C:7]([CH3:22])=[C:6]([Cl:23])[CH:5]=1)(=[O:3])[CH3:2].[CH3:24][C:25]1(C)C(C)(C)OB(C=C)O1.ClCCl.C(=O)([O-])[O-].[K+].[K+]. The catalyst is O1CCOCC1.Cl[Pd]Cl.C1(P(C2C=CC=CC=2)[C-]2C=CC=C2)C=CC=CC=1.[C-]1(P(C2C=CC=CC=2)C2C=CC=CC=2)C=CC=C1.[Fe+2].O. The product is [C:1]([C:4]1[C:9]([O:10][CH2:11][CH2:12][NH:13][C:14](=[O:20])[O:15][C:16]([CH3:19])([CH3:18])[CH3:17])=[C:8]([CH:24]=[CH2:25])[C:7]([CH3:22])=[C:6]([Cl:23])[CH:5]=1)(=[O:3])[CH3:2]. The yield is 0.720. (2) The reactants are [Br:1][C:2]1[C:10]2[N:9]=[C:8]([CH:11]3[CH2:13][CH2:12]3)[N:7]([CH2:14][C:15]3[CH:20]=[CH:19][CH:18]=[C:17]([C:21]([F:24])([F:23])[F:22])[C:16]=3[CH3:25])[C:6]=2[CH:5]=[C:4]([N+:26]([O-])=O)[CH:3]=1.O.O.[Sn](Cl)Cl.Cl.C(=O)([O-])[O-].[Na+].[Na+]. The catalyst is CO. The product is [Br:1][C:2]1[C:10]2[N:9]=[C:8]([CH:11]3[CH2:12][CH2:13]3)[N:7]([CH2:14][C:15]3[CH:20]=[CH:19][CH:18]=[C:17]([C:21]([F:23])([F:22])[F:24])[C:16]=3[CH3:25])[C:6]=2[CH:5]=[C:4]([NH2:26])[CH:3]=1. The yield is 0.624. (3) The reactants are N#N.[CH3:3][O:4][C:5](=[O:12])[CH2:6][C:7]1[S:8][CH:9]=[CH:10][CH:11]=1.[Br:13]N1C(=O)CCC1=O. The catalyst is C(Cl)(Cl)Cl.C(O)(=O)C. The product is [CH3:3][O:4][C:5](=[O:12])[CH2:6][C:7]1[S:8][C:9]([Br:13])=[CH:10][CH:11]=1. The yield is 0.810. (4) The reactants are [CH2:1]([O:3][C:4]1[CH:5]=[C:6]([C:13]2[O:17][N:16]=[C:15]([C:18]3[CH:26]=[CH:25][CH:24]=[C:23]4[C:19]=3[CH2:20][CH2:21][N:22]4[C:27]([NH:29][CH2:30][C:31]([O:33]CC)=[O:32])=[O:28])[N:14]=2)[CH:7]=[CH:8][C:9]=1[O:10][CH2:11][CH3:12])[CH3:2].C(C1C=CC(NC(=O)NCCC(OCC)=O)=CC=1)CCCCCCC. No catalyst specified. The product is [CH2:1]([O:3][C:4]1[CH:5]=[C:6]([C:13]2[O:17][N:16]=[C:15]([C:18]3[CH:26]=[CH:25][CH:24]=[C:23]4[C:19]=3[CH2:20][CH2:21][N:22]4[C:27]([NH:29][CH2:30][C:31]([OH:33])=[O:32])=[O:28])[N:14]=2)[CH:7]=[CH:8][C:9]=1[O:10][CH2:11][CH3:12])[CH3:2]. The yield is 0.750. (5) The catalyst is CCO.[Pd]. The product is [C:1]([C:5]1[CH:12]=[CH:11][C:10]([NH2:13])=[CH:9][C:6]=1[C:7]#[N:8])([CH3:4])([CH3:2])[CH3:3]. The yield is 0.910. The reactants are [C:1]([C:5]1[CH:12]=[CH:11][C:10]([N+:13]([O-])=O)=[CH:9][C:6]=1[C:7]#[N:8])([CH3:4])([CH3:3])[CH3:2].C([O-])=O.[NH4+].